Dataset: Experimentally validated miRNA-target interactions with 360,000+ pairs, plus equal number of negative samples. Task: Binary Classification. Given a miRNA mature sequence and a target amino acid sequence, predict their likelihood of interaction. (1) The miRNA is hsa-miR-98-3p with sequence CUAUACAACUUACUACUUUCCC. The protein sequence of the target gene is MAATEDERLAGSGEGERLDFLRDRHVRFFQRCLQVLPERYSSLETSRLTIAFFALSGLDMLDSLDVVNKDDIIEWIYSLQVLPTEDRSNLNRCGFRGSSYLGIPFNPSKAPGTAHPYDSGHIAMTYTGLSCLVILGDDLSRVNKEACLAGLRALQLEDGSFCAVPEGSENDMRFVYCASCICYMLNNWSGMDMKKAITYIRRSMSYDNGLAQGAGLESHGGSTFCGIASLCLMGKLEEVFSEKELNRIKRWCIMRQQNGYHGRPNKPVDTCYSFWVGATLKLLKIFQYTNFEKNRNYILS.... Result: 1 (interaction). (2) The miRNA is hsa-miR-3190-5p with sequence UCUGGCCAGCUACGUCCCCA. The protein sequence of the target gene is MDAPRLPVRPGVLLPKLVLLFVYADDCLAQCGKDCKSYCCDGTTPYCCSYYAYIGNILSGTAIAGIVFGIVFIMGVIAGIAICICMCMKNHRATRVGILRTTHINTVSSYPGPPPYGHDHEMEYCADLPPPYSPTPQGPAQRSPPPPYPGNARK. Result: 0 (no interaction). (3) The miRNA is mmu-miR-128-3p with sequence UCACAGUGAACCGGUCUCUUU. The protein sequence of the target gene is MGELPGSEGMWENCPLGWVKKKASGTLAPLDFLLQRKRLWLWASEPVRPQPQGIHRFREARRQFCRMRGSRLTGGRKGFGSSGLRFGRGGFSEEVMPQPVLKAMRCAEGAWWFSPDGPAGSAASIWPAEGAEGLPGQLGRDRLEVVYSVPDNVPGQNGSRRPLVCKITGKCLSVCSEENAKAGGCSAFPLLLSQLGARMTGREHAHKGPELTTPDSGLPRPPNPALAGFRALAQHSPPLGTSTPSAVLLSAAT. Result: 0 (no interaction). (4) The miRNA is hsa-miR-6857-3p with sequence UGACUGAGCUUCUCCCCACAG. The protein sequence of the target gene is MPGKLRSGAKLGSDGAEESMETLPKPSEKKTRKEKTKSKTEEATEGMEEAVSSKAKKTNKKGPSEDDVDPPKSRKAKKQEEEPQDDTASTSKTSKKKKEPLEKQADSETKEIITEEPSEEEADMPKPKKMKKGKEANGDAGEKSPKLKNGLSQPSEEEADIPKPKKMKKGKEANGDAGEKSPKLKNGLSQPSEEEVDIPKPKKMKKGKEASGDAGEKSPRLKDGLSQPSEPKSNSSDAPGEESSSETEKEIPVEQKEGAFSNFPISEETVKLLKARGVNFLFPIQAKTFHHVYSGKDLIA.... Result: 0 (no interaction). (5) The miRNA is mmu-miR-5132-5p with sequence GCGUGGGGUGGUGGACUCAGG. The protein sequence of the target gene is MGPLKAFLFSPFLLRSQSRGVRLVFLLLTLHLGNCVDKADDEDDEDLTVNKTWVLAPKIHEGDITQILNSLLQGYDNKLRPDIGVRPTVIETDVYVNSIGPVDPINMEYTIDIIFAQTWFDSRLKFNSTMKVLMLNSNMVGKIWIPDTFFRNSRKSDAHWITTPNRLLRIWNDGRVLYTLRLTINAECYLQLHNFPMDEHSCPLEFSSYGYPKNEIEYKWKKPSVEVADPKYWRLYQFAFVGLRNSTEITHTISGDYVIMTIFFDLSRRMGYFTIQTYIPCILTVVLSWVSFWINKDAVP.... Result: 0 (no interaction). (6) The miRNA is hsa-miR-873-3p with sequence GGAGACUGAUGAGUUCCCGGGA. The protein sequence of the target gene is MKSLLFTLAVFMLLAQLVSGNWYVKKCLNDVGICKKKCKPEEMHVKNGWAMCGKQRDCCVPADRRANYPVFCVQTKTTRISTVTATTATTTLMMTTASMSSMAPTPVSPTG. Result: 0 (no interaction). (7) The miRNA is hsa-miR-17-3p with sequence ACUGCAGUGAAGGCACUUGUAG. The protein sequence of the target gene is MGSRTPESPLHAVQLRWGPRRRPPLLPLLLLLLPPPPRVGGFNLDAEAPAVLSGPPGSFFGFSVEFYRPGTDGVSVLVGAPKANTSQPGVLQGGAVYLCPWGASPTQCTPIEFDSKGSRLLESSLSSSEGEEPVEYKSLQWFGATVRAHGSSILACAPLYSWRTEKEPLSDPVGTCYLSTDNFTRILEYAPCRSDFSWAAGQGYCQGGFSAEFTKTGRVVLGGPGSYFWQGQILSATQEQIAESYYPEYLINLVQGQLQTRQASSIYDDSYLGYSVAVGEFSGDDTEDFVAGVPKGNLTY.... Result: 1 (interaction). (8) The miRNA is mmu-miR-467g with sequence UAUACAUACACACACAUAUAU. The protein sequence of the target gene is MECQEFIVLYTHQKMKKSKVWQDGVLKITHLGNKAILYDDKGACLESLFLKCLEVKPGDDLESERYLITVEEAKAVGSRAVEPDGSREALESGSRTLVSSSRSLGCQPSGLKRKATGFQRPYKMPKKVTITENSEPAASLGDENPGPPGPRLLPTFSSTLPLFPTVGQKDLTPVSTDNQSPITFSNRERSDTPLSLPSSYFKINTNTLGKEDKLCFPVSSETKHSDSLLASEPMRRNGLDSHCPGVSQNVRSKAQILALLKSSSTNRKDLHGEIPGHFPKIEPQGCLNIISKPEEDYAET.... Result: 1 (interaction). (9) The miRNA is hsa-miR-4490 with sequence UCUGGUAAGAGAUUUGGGCAUA. The protein sequence of the target gene is MAPRGFSCLLLSTSEIDLPVKRRT. Result: 1 (interaction). (10) The miRNA is hsa-miR-1911-3p with sequence CACCAGGCAUUGUGGUCUCC. The protein sequence of the target gene is MAEPLRGRGPRSRGGRGARRARGARGRCPRARQSPARLIPDTVLVDLVSDSDEEVLEVADPVEVPVARLPAPAKPEQDSDSDSEGAAEGPAGAPRTLVRRRRRRLLDPGEAPVVPVYSGKVQSSLNLIPDNSSLLKLCPSEPEDEADLTNSGSSPSEDDALPSGSPWRKKLRKKCEKEEKKMEEFPDQDISPLPQPSSRNKSRKHTEALQKLREVNKRLQDLRSCLSPKQHQSPALQSTDDEVVLVEGPVLPQSSRLFTLKIRCRADLVRLPVRMSEPLQNVVDHMANHLGVSPNRILLL.... Result: 0 (no interaction).